This data is from Forward reaction prediction with 1.9M reactions from USPTO patents (1976-2016). The task is: Predict the product of the given reaction. (1) Given the reactants [F:1][C:2]1[CH:3]=[C:4]([CH:9]2[C:13]3[NH:14][C:15]([C:17]([O:19]CC)=[O:18])=[CH:16][C:12]=3[CH2:11][CH2:10]2)[CH:5]=[CH:6][C:7]=1[F:8].[OH-].[Li+], predict the reaction product. The product is: [F:1][C:2]1[CH:3]=[C:4]([CH:9]2[C:13]3[NH:14][C:15]([C:17]([OH:19])=[O:18])=[CH:16][C:12]=3[CH2:11][CH2:10]2)[CH:5]=[CH:6][C:7]=1[F:8]. (2) Given the reactants C([O:4][C:5]1[C:12]([O:13][CH3:14])=[CH:11][C:8]([CH:9]=[O:10])=[C:7](Br)[CH:6]=1)(=O)C.[CH:16]([C:19]1[CH:24]=[CH:23][C:22](B(O)O)=[CH:21][CH:20]=1)([CH3:18])[CH3:17].C([O-])([O-])=O.[K+].[K+], predict the reaction product. The product is: [OH:4][C:5]1[CH:6]=[C:7]([C:22]2[CH:23]=[CH:24][C:19]([CH:16]([CH3:18])[CH3:17])=[CH:20][CH:21]=2)[C:8]([CH:9]=[O:10])=[CH:11][C:12]=1[O:13][CH3:14]. (3) The product is: [N:52]1[C:53]2[C:48](=[CH:47][C:46]([CH2:45][C:44]3[N:40]4[N:41]=[C:36]([C:35]5[C:31]([CH2:28][CH2:29][CH3:30])=[N:32][NH:33][CH:34]=5)[CH:37]=[N:38][C:39]4=[N:42][N:43]=3)=[CH:55][CH:54]=2)[CH:49]=[CH:50][CH:51]=1. Given the reactants C1(C2N=NC(NNC(=O)CC3C=C4C(=CC=3)N=CC=C4)=NC=2)C=CC=CC=1.[CH2:28]([C:31]1[C:35]([C:36]2[N:41]=[N:40][C:39]([NH:42][NH:43][C:44](=O)[CH2:45][C:46]3[CH:47]=[C:48]4[C:53](=[CH:54][CH:55]=3)[N:52]=[CH:51][CH:50]=[CH:49]4)=[N:38][CH:37]=2)=[CH:34][NH:33][N:32]=1)[CH2:29][CH3:30], predict the reaction product. (4) Given the reactants [CH2:1]([C:3]1[CH:8]=[CH:7][CH:6]=[CH:5][C:4]=1[OH:9])[CH3:2].[CH2:10](Cl)[C:11]1[CH:16]=[CH:15][CH:14]=[CH:13][CH:12]=1.[OH-].[K+].Cl, predict the reaction product. The product is: [CH2:10]([O:9][C:4]1[CH:5]=[CH:6][CH:7]=[CH:8][C:3]=1[CH2:1][CH3:2])[C:11]1[CH:16]=[CH:15][CH:14]=[CH:13][CH:12]=1. (5) Given the reactants [C:1](Cl)(=O)[C:2]([Cl:4])=[O:3].[C:7]([C:9]1[CH:10]=C([CH:15]=[CH:16][C:17]=1[O:18][CH2:19][CH:20]1[CH2:22][CH2:21]1)C(O)=O)#[N:8].CN(C)C=O, predict the reaction product. The product is: [C:7]([C:9]1[CH:10]=[C:1]([CH:15]=[CH:16][C:17]=1[O:18][CH2:19][CH:20]1[CH2:22][CH2:21]1)[C:2]([Cl:4])=[O:3])#[N:8]. (6) Given the reactants C(OC=C(C#N)[C:6]#[N:7])C.[C:10](O)(=O)[C:11](O)=O.[CH2:16]([NH:18][NH2:19])[CH3:17].[CH2:20]([N:22](CC)CC)C, predict the reaction product. The product is: [NH2:22][C:20]1[N:19]([CH2:10][CH3:11])[N:18]=[CH:16][C:17]=1[C:6]#[N:7]. (7) The product is: [CH3:1][O:2][C:3]1[C:8]2[O:9][CH2:10][O:11][C:7]=2[CH:6]=[C:5]([CH:12]=[O:13])[CH:4]=1. Given the reactants [CH3:1][O:2][C:3]1[C:8]2[O:9][CH2:10][O:11][C:7]=2[CH:6]=[C:5]([CH2:12][OH:13])[CH:4]=1.[Cr](Cl)([O-])(=O)=O.[NH+]1C=CC=CC=1.C(OCC)(=O)C.CCCCCC, predict the reaction product.